This data is from Forward reaction prediction with 1.9M reactions from USPTO patents (1976-2016). The task is: Predict the product of the given reaction. (1) The product is: [ClH:1].[Cl:1][C:2]1[CH:3]=[C:4]([C@@H:9]2[O:15][CH2:14][CH2:13][NH:12][CH2:11][C@H:10]2[CH2:23][NH:24][S:25]([CH3:28])(=[O:26])=[O:27])[CH:5]=[CH:6][C:7]=1[Cl:8]. Given the reactants [Cl:1][C:2]1[CH:3]=[C:4]([C@@H:9]2[O:15][CH2:14][CH2:13][N:12](C(OC(C)(C)C)=O)[CH2:11][C@H:10]2[CH2:23][NH:24][S:25]([CH3:28])(=[O:27])=[O:26])[CH:5]=[CH:6][C:7]=1[Cl:8].C(OCC)(=O)C.Cl, predict the reaction product. (2) Given the reactants C1(P(C2CCCCC2)C2C=CC=CC=2C2C(OC)=CC=CC=2OC)CCCCC1.[CH2:30]([O:37][C:38]([N:40]1[CH2:49][CH2:48][C:47]2[C:42](=[C:43](B3OC(C)(C)C(C)(C)O3)[CH:44]=[CH:45][C:46]=2[F:50])[CH2:41]1)=[O:39])[C:31]1[CH:36]=[CH:35][CH:34]=[CH:33][CH:32]=1.P([O-])([O-])([O-])=O.[K+].[K+].[K+].[CH2:68]([O:70][C:71](=[O:82])[CH2:72][C:73]1[CH:78]=[CH:77][C:76](Br)=[C:75]([O:80][CH3:81])[CH:74]=1)[CH3:69], predict the reaction product. The product is: [CH2:30]([O:37][C:38]([N:40]1[CH2:49][CH2:48][C:47]2[C:42](=[C:43]([C:76]3[CH:77]=[CH:78][C:73]([CH2:72][C:71]([O:70][CH2:68][CH3:69])=[O:82])=[CH:74][C:75]=3[O:80][CH3:81])[CH:44]=[CH:45][C:46]=2[F:50])[CH2:41]1)=[O:39])[C:31]1[CH:32]=[CH:33][CH:34]=[CH:35][CH:36]=1. (3) Given the reactants [O:1]=[S:2]1(=[O:30])[C:8]2[CH:9]=[CH:10][CH:11]=[CH:12][C:7]=2[CH2:6][N:5]([C:13]2[CH:22]=[C:21]([NH:23][CH:24]3[CH2:28][CH2:27][NH:26][CH2:25]3)[C:20]3[C:15](=[CH:16][CH:17]=[C:18]([CH3:29])[CH:19]=3)[N:14]=2)[CH2:4][CH2:3]1.[O:31]1[CH2:34][C:33](=O)[CH2:32]1.C(O)(=O)C.C(O[BH-](OC(=O)C)OC(=O)C)(=O)C.[Na+], predict the reaction product. The product is: [O:30]=[S:2]1(=[O:1])[C:8]2[CH:9]=[CH:10][CH:11]=[CH:12][C:7]=2[CH2:6][N:5]([C:13]2[CH:22]=[C:21]([NH:23][CH:24]3[CH2:28][CH2:27][N:26]([CH:33]4[CH2:34][O:31][CH2:32]4)[CH2:25]3)[C:20]3[C:15](=[CH:16][CH:17]=[C:18]([CH3:29])[CH:19]=3)[N:14]=2)[CH2:4][CH2:3]1. (4) Given the reactants [F:1][C:2]1[C:9]([F:10])=[C:8]([O:11]C)[CH:7]=[CH:6][C:3]=1[CH:4]=[O:5].Cl.N1C=CC=CC=1, predict the reaction product. The product is: [F:1][C:2]1[C:9]([F:10])=[C:8]([OH:11])[CH:7]=[CH:6][C:3]=1[CH:4]=[O:5].